Regression. Given a peptide amino acid sequence and an MHC pseudo amino acid sequence, predict their binding affinity value. This is MHC class II binding data. From a dataset of Peptide-MHC class II binding affinity with 134,281 pairs from IEDB. The peptide sequence is MKNLVWNDELAYVAQ. The MHC is HLA-DPA10301-DPB10402 with pseudo-sequence HLA-DPA10301-DPB10402. The binding affinity (normalized) is 0.587.